This data is from Catalyst prediction with 721,799 reactions and 888 catalyst types from USPTO. The task is: Predict which catalyst facilitates the given reaction. (1) Reactant: [F:1][CH:2]([CH2:6][CH2:7][CH2:8][C:9]1[CH:14]=[CH:13][CH:12]=[CH:11][CH:10]=1)[C:3](O)=[O:4].[CH3:15][O:16][NH:17][CH3:18].Cl.CN1CCOCC1.Cl. Product: [F:1][CH:2]([CH2:6][CH2:7][CH2:8][C:9]1[CH:14]=[CH:13][CH:12]=[CH:11][CH:10]=1)[C:3]([N:17]([O:16][CH3:15])[CH3:18])=[O:4]. The catalyst class is: 64. (2) Reactant: [Au:1].S[C:3]1[CH:8]=[CH:7][C:6]([B:9]([OH:11])[OH:10])=[CH:5][CH:4]=1. Product: [C:6]1([B:9]([OH:11])[OH:10])[CH:7]=[CH:8][CH:3]=[CH:4][CH:5]=1.[Au:1]. The catalyst class is: 8.